Dataset: Reaction yield outcomes from USPTO patents with 853,638 reactions. Task: Predict the reaction yield, written as a fraction of the theoretical maximum amount of product (1.0 means a 100% yield; for example, 0.34 means a 34% yield). (1) The reactants are [CH3:1][C:2]1[CH:14]=[CH:13][C:5]([O:6][CH2:7]C2CCCN2)=[C:4]([C:15]([C:17]2[CH:22]=[CH:21][CH:20]=[CH:19][CH:18]=2)=[CH2:16])[CH:3]=1.C([N:25]([CH2:28][CH3:29])[CH2:26][CH3:27])C.Cl[P:31]([C:38]1[CH:43]=[CH:42][CH:41]=[CH:40][CH:39]=1)[C:32]1[CH:37]=[CH:36][CH:35]=[CH:34][CH:33]=1.CC(OC)(C)C.C1CCCCC1.C(NC(C)C)(C)C. The catalyst is C1(C)C=CC=CC=1. The product is [C:38]1([P:31]([CH:28]2[CH2:29][CH2:27][CH2:26][N:25]2[CH2:7][O:6][C:5]2[CH:13]=[CH:14][C:2]([CH3:1])=[CH:3][C:4]=2[C:15]([C:17]2[CH:18]=[CH:19][CH:20]=[CH:21][CH:22]=2)=[CH2:16])[C:32]2[CH:33]=[CH:34][CH:35]=[CH:36][CH:37]=2)[CH:39]=[CH:40][CH:41]=[CH:42][CH:43]=1. The yield is 0.610. (2) The reactants are C([NH:5][S:6]([C:9]1[CH:14]=[CH:13][CH:12]=[CH:11][C:10]=1[C:15]1[CH:20]=[CH:19][C:18]([C:21]([NH:23][C:24]2[CH:29]=[CH:28][C:27]([Cl:30])=[CH:26][C:25]=2[C:31]([NH:33][C:34]2[CH:39]=[CH:38][C:37]([Cl:40])=[CH:36][N:35]=2)=[O:32])=[O:22])=[CH:17][CH:16]=1)(=[O:8])=[O:7])(C)(C)C. The catalyst is FC(F)(F)C(O)=O. The product is [Cl:40][C:37]1[CH:38]=[CH:39][C:34]([NH:33][C:31]([C:25]2[CH:26]=[C:27]([Cl:30])[CH:28]=[CH:29][C:24]=2[NH:23][C:21]([C:18]2[CH:19]=[CH:20][C:15]([C:10]3[CH:11]=[CH:12][CH:13]=[CH:14][C:9]=3[S:6](=[O:8])(=[O:7])[NH2:5])=[CH:16][CH:17]=2)=[O:22])=[O:32])=[N:35][CH:36]=1. The yield is 0.250. (3) The reactants are [CH3:1][O:2][C:3]1[CH:8]=[CH:7][C:6]([C:9]([C:11]2[CH:16]=[CH:15][C:14]([NH:17][C:18](=[O:20])[CH3:19])=[CH:13][CH:12]=2)=O)=[CH:5][CH:4]=1.[CH3:21][C:22]1([CH3:31])[CH2:27][C:26]([CH3:29])([CH3:28])[CH2:25][C:24](=O)[CH2:23]1.C([O-])([O-])=O.[K+].[K+]. The catalyst is C1COCC1.[Zn].Cl[Ti](Cl)(Cl)Cl. The product is [CH3:1][O:2][C:3]1[CH:8]=[CH:7][C:6]([C:9](=[C:24]2[CH2:25][C:26]([CH3:29])([CH3:28])[CH2:27][C:22]([CH3:31])([CH3:21])[CH2:23]2)[C:11]2[CH:16]=[CH:15][C:14]([NH:17][C:18](=[O:20])[CH3:19])=[CH:13][CH:12]=2)=[CH:5][CH:4]=1. The yield is 0.930. (4) The reactants are Cl[C:2]1[N:7]=[C:6]([S:8][CH2:9][CH3:10])[C:5]([C:11]([OH:13])=[O:12])=[C:4]([CH3:14])[CH:3]=1.[NH:15]1[CH2:20][CH2:19][O:18][CH2:17][CH2:16]1. The catalyst is [OH-].[Na+]. The product is [CH2:9]([S:8][C:6]1[C:5]([C:11]([OH:13])=[O:12])=[C:4]([CH3:14])[CH:3]=[C:2]([N:15]2[CH2:20][CH2:19][O:18][CH2:17][CH2:16]2)[N:7]=1)[CH3:10]. The yield is 0.490. (5) The reactants are [CH:1]([N:4]1[CH:8]=[CH:7][CH:6]=[N:5]1)([CH3:3])[CH3:2].[N+:9]([O-])([O-:11])=[O:10].[K+]. The catalyst is OS(O)(=O)=O. The product is [CH:1]([N:4]1[CH:8]=[C:7]([N+:9]([O-:11])=[O:10])[CH:6]=[N:5]1)([CH3:3])[CH3:2]. The yield is 0.460. (6) The reactants are [OH:1][C:2]1[C:3]([C:19](=[N:21][NH:22][C:23]([C:25]2[CH:34]=[CH:33][C:28]([C:29]([O:31]C)=[O:30])=[CH:27][CH:26]=2)=[O:24])[CH3:20])=[N:4][N:5]([CH3:18])[C:6]=1[C:7]1[CH:12]=[CH:11][C:10]([CH2:13][CH2:14][CH2:15][CH2:16][CH3:17])=[CH:9][CH:8]=1.CO.[OH-].[Na+].Cl. The catalyst is O. The product is [OH:1][C:2]1[C:3]([C:19](=[N:21][NH:22][C:23]([C:25]2[CH:26]=[CH:27][C:28]([C:29]([OH:31])=[O:30])=[CH:33][CH:34]=2)=[O:24])[CH3:20])=[N:4][N:5]([CH3:18])[C:6]=1[C:7]1[CH:8]=[CH:9][C:10]([CH2:13][CH2:14][CH2:15][CH2:16][CH3:17])=[CH:11][CH:12]=1. The yield is 0.740.